From a dataset of Forward reaction prediction with 1.9M reactions from USPTO patents (1976-2016). Predict the product of the given reaction. (1) Given the reactants C[O:2][C:3](=[O:38])[C@@H:4]([NH:15][C:16]([C:18]1[C:19]([CH3:37])=[N:20][C:21]([NH:25][CH:26]2[CH2:35][CH2:34][C:33]3[C:28](=[C:29]([OH:36])[CH:30]=[CH:31][CH:32]=3)[CH2:27]2)=[N:22][C:23]=1[CH3:24])=[O:17])[CH2:5][NH:6][C:7]([C:9]1[CH:14]=[N:13][CH:12]=[CH:11][N:10]=1)=[O:8].O.[OH-].[Li+].S([O-])(O)(=O)=O.[K+], predict the reaction product. The product is: [OH:36][C:29]1[CH:30]=[CH:31][CH:32]=[C:33]2[C:28]=1[CH2:27][CH:26]([NH:25][C:21]1[N:22]=[C:23]([CH3:24])[C:18]([C:16]([NH:15][C@@H:4]([CH2:5][NH:6][C:7]([C:9]3[CH:14]=[N:13][CH:12]=[CH:11][N:10]=3)=[O:8])[C:3]([OH:38])=[O:2])=[O:17])=[C:19]([CH3:37])[N:20]=1)[CH2:35][CH2:34]2. (2) The product is: [Cl:1][C:2]1[CH:3]=[CH:4][C:5]([OH:10])=[C:6](/[CH:7]=[C:24]2/[C:22](=[O:23])[N:21]=[C:19]([N:15]3[CH2:16][CH2:17][N:12]([CH3:11])[CH2:13][CH2:14]3)[S:18]/2)[CH:9]=1. Given the reactants [Cl:1][C:2]1[CH:3]=[CH:4][C:5]([OH:10])=[C:6]([CH:9]=1)[CH:7]=O.[CH3:11][N:12]1[CH2:17][CH2:16][NH:15][CH2:14][CH2:13]1.[S:18]1[CH2:24][C:22](=[O:23])[NH:21][C:19]1=S, predict the reaction product.